The task is: Binary Classification. Given a miRNA mature sequence and a target amino acid sequence, predict their likelihood of interaction.. This data is from Experimentally validated miRNA-target interactions with 360,000+ pairs, plus equal number of negative samples. The miRNA is mmu-miR-540-3p with sequence AGGUCAGAGGUCGAUCCUGG. The protein sequence of the target gene is MPTVISASVAPRTAAEPRSPGPVPHPAQSKATEAGGGNPSGIYSAIISRNFPIIGVKEKTFEQLHKKCLEKKVLYVDPEFPPDETSLFYSQKFPIQFVWKRPPEICENPRFIIDGANRTDICQGELGDCWFLAAIACLTLNQHLLFRVIPHDQSFIENYAGIFHFQFWRYGEWVDVVIDDCLPTYNNQLVFTKSNHRNEFWSALLEKAYAKLHGSYEALKGGNTTEAMEDFTGGVAEFFEIRDAPSDMYKIMKKAIERGSLMGCSIDDGTNMTYGTSPSGLNMGELIARMVRNMDNSLLQ.... Result: 0 (no interaction).